Dataset: Retrosynthesis with 50K atom-mapped reactions and 10 reaction types from USPTO. Task: Predict the reactants needed to synthesize the given product. (1) Given the product Cc1nc2cc(C(=O)N3CCC[C@@H]4c5ccccc5C[C@@H]43)ccc2[nH]1, predict the reactants needed to synthesize it. The reactants are: Cc1nc2cc(C(=O)O)ccc2[nH]1.c1ccc2c(c1)C[C@@H]1NCCC[C@H]21. (2) Given the product CC(=O)N1CCC(c2csc(Nc3cc(Oc4cccnc4C)c(Sc4ccnc5ccsc45)cn3)n2)CC1, predict the reactants needed to synthesize it. The reactants are: CC(=O)OC(C)=O.Cc1ncccc1Oc1cc(Nc2nc(C3CCNCC3)cs2)ncc1Sc1ccnc2ccsc12. (3) Given the product COC(=O)CCc1cn(Cc2ccc(OCc3noc(-c4ccccc4)n3)cc2)nc1-c1ccccc1, predict the reactants needed to synthesize it. The reactants are: COC(=O)CCc1cn(Cc2ccc(O)cc2)nc1-c1ccccc1.ClCc1noc(-c2ccccc2)n1. (4) Given the product CC1(C)Cc2cc(-c3ccccc3)cc(CO)c2O1, predict the reactants needed to synthesize it. The reactants are: CC1(C)Cc2cc(-c3ccccc3)cc(C=O)c2O1. (5) Given the product CC(=O)NCc1cc(-c2c(C)noc2C)c2c3c1[nH]c(=O)n3[C@@H](c1ccccn1)CO2, predict the reactants needed to synthesize it. The reactants are: CC(=O)Cl.Cc1noc(C)c1-c1cc(CN)c2[nH]c(=O)n3c2c1OC[C@@H]3c1ccccn1.